This data is from Catalyst prediction with 721,799 reactions and 888 catalyst types from USPTO. The task is: Predict which catalyst facilitates the given reaction. (1) Reactant: [F:1][C:2]1[CH:3]=[CH:4][C:5]([N:13]2[CH2:18][CH2:17][N:16]([CH2:19][CH2:20][C:21]3[CH:26]=[CH:25][CH:24]=[C:23]([N+:27]([O-])=O)[CH:22]=3)[CH2:15][CH2:14]2)=[C:6]2[C:11]=1[N:10]=[C:9]([CH3:12])[CH:8]=[CH:7]2.[Cl-].[NH4+]. Product: [F:1][C:2]1[CH:3]=[CH:4][C:5]([N:13]2[CH2:14][CH2:15][N:16]([CH2:19][CH2:20][C:21]3[CH:22]=[C:23]([CH:24]=[CH:25][CH:26]=3)[NH2:27])[CH2:17][CH2:18]2)=[C:6]2[C:11]=1[N:10]=[C:9]([CH3:12])[CH:8]=[CH:7]2. The catalyst class is: 406. (2) Reactant: [OH:1][C:2]1[C:11]([C:12]#[N:13])=[CH:10][C:9]2[C:4](=[CH:5][CH:6]=[C:7]([C:14]#[N:15])[CH:8]=2)[CH:3]=1.[C:16](OC(=O)C)(=[O:18])[CH3:17].C(O)(=O)C. Product: [C:16]([O:1][C:2]1[C:11]([C:12]#[N:13])=[CH:10][C:9]2[C:4](=[CH:5][CH:6]=[C:7]([C:14]#[N:15])[CH:8]=2)[CH:3]=1)(=[O:18])[CH3:17]. The catalyst class is: 6. (3) Reactant: [H-].[Al+3].[Li+].[H-].[H-].[H-].[Cl:7][C:8]1[CH:9]=[C:10]([C:14]2[O:18][N:17]=[C:16]([C:19](OCC)=[O:20])[CH:15]=2)[CH:11]=[CH:12][CH:13]=1. Product: [Cl:7][C:8]1[CH:9]=[C:10]([C:14]2[O:18][N:17]=[C:16]([CH2:19][OH:20])[CH:15]=2)[CH:11]=[CH:12][CH:13]=1. The catalyst class is: 1.